From a dataset of Catalyst prediction with 721,799 reactions and 888 catalyst types from USPTO. Predict which catalyst facilitates the given reaction. (1) Reactant: [C:1]([C:4]1[C:5]([NH:20][C:21]2[CH:26]=[CH:25][C:24]([Cl:27])=[CH:23][CH:22]=2)=[N:6][N:7]([CH:9]2[CH2:14][CH2:13][CH:12]([C:15]([OH:17])=[O:16])[CH2:11][CH:10]2[C:18]#[N:19])[CH:8]=1)(=[O:3])[NH2:2].[CH2:28](Cl)CCl.C1C=CC2N(O)N=NC=2C=1. Product: [C:1]([C:4]1[C:5]([NH:20][C:21]2[CH:22]=[CH:23][C:24]([Cl:27])=[CH:25][CH:26]=2)=[N:6][N:7]([CH:9]2[CH2:14][CH2:13][CH:12]([C:15]([O:17][CH3:28])=[O:16])[CH2:11][CH:10]2[C:18]#[N:19])[CH:8]=1)(=[O:3])[NH2:2]. The catalyst class is: 5. (2) Reactant: [C:1]([O:5][C:6]([NH:8][C@@H:9]([C@@H:14]([OH:16])[CH3:15])[C:10]([O:12][CH3:13])=[O:11])=[O:7])([CH3:4])([CH3:3])[CH3:2].CCN(CC)CC.[Si:24](OS(C(F)(F)F)(=O)=O)([C:27]([CH3:30])([CH3:29])[CH3:28])([CH3:26])[CH3:25]. Product: [C:1]([O:5][C:6]([NH:8][C@@H:9]([C@@H:14]([O:16][Si:24]([C:27]([CH3:30])([CH3:29])[CH3:28])([CH3:26])[CH3:25])[CH3:15])[C:10]([O:12][CH3:13])=[O:11])=[O:7])([CH3:4])([CH3:3])[CH3:2]. The catalyst class is: 34.